From a dataset of Reaction yield outcomes from USPTO patents with 853,638 reactions. Predict the reaction yield, written as a fraction of the theoretical maximum amount of product (1.0 means a 100% yield; for example, 0.34 means a 34% yield). (1) The reactants are Cl[C:2]1[C:7]([Cl:8])=[CH:6][C:5]([C:9]([F:12])([F:11])[F:10])=[CH:4][N:3]=1.[CH3:13][C:14]1[CH:19]=[C:18]([N+:20]([O-:22])=[O:21])[CH:17]=[C:16]([CH3:23])[C:15]=1[OH:24].C(=O)([O-])[O-].[K+].[K+]. The catalyst is CC(N(C)C)=O. The product is [Cl:8][C:7]1[C:2]([O:24][C:15]2[C:14]([CH3:13])=[CH:19][C:18]([N+:20]([O-:22])=[O:21])=[CH:17][C:16]=2[CH3:23])=[N:3][CH:4]=[C:5]([C:9]([F:12])([F:11])[F:10])[CH:6]=1. The yield is 1.00. (2) The reactants are [C:1]([O:5][C:6]([N:8]1[CH2:12][C:11](=[CH2:13])[CH2:10][CH:9]1[C:14]([OH:16])=[O:15])=[O:7])([CH3:4])(C)C.Cl.O1CCOC[CH2:19]1.CCN(C(C)C)C(C)C.C(OC(Cl)=O)[C:34]1[CH:39]=[CH:38]C=[CH:36][CH:35]=1. The catalyst is CO.O. The product is [CH3:19][O:16][C:14]([CH:9]1[CH2:10][C:11](=[CH2:13])[CH2:12][N:8]1[C:6]([O:5][CH2:1][C:4]1[CH:38]=[CH:39][CH:34]=[CH:35][CH:36]=1)=[O:7])=[O:15]. The yield is 0.560. (3) The reactants are [C:1]([O:5][C:6]([N:8]([CH3:19])[C@H:9]([CH2:17][OH:18])[CH2:10][CH2:11][CH2:12][C:13]([O:15][CH3:16])=[O:14])=[O:7])([CH3:4])([CH3:3])[CH3:2].[CH:20]1[N:24]=[CH:23][N:22]([C:25](N2C=NC=C2)=[O:26])[CH:21]=1. The catalyst is C(Cl)Cl. The product is [N:22]1([C:25]([O:18][CH2:17][C@@H:9]([N:8]([C:6]([O:5][C:1]([CH3:2])([CH3:3])[CH3:4])=[O:7])[CH3:19])[CH2:10][CH2:11][CH2:12][C:13]([O:15][CH3:16])=[O:14])=[O:26])[CH:21]=[CH:20][N:24]=[CH:23]1. The yield is 0.850. (4) The catalyst is C1COCC1. The product is [C:7]([C:4]1[CH:3]=[C:2]([CH3:1])[C:6](=[C:40]([C:42]2[CH:47]=[CH:46][C:45]([CH3:48])=[CH:44][CH:43]=2)[C:39]2[CH:49]=[CH:50][C:36]([CH3:35])=[CH:37][CH:38]=2)[CH:5]=1)([CH3:10])([CH3:9])[CH3:8]. The yield is 0.560. The reactants are [CH3:1][C:2]1[CH2:6][CH:5]=[C:4]([C:7]([CH3:10])([CH3:9])[CH3:8])[CH:3]=1.C(=O)=O.CO.CCCCCC.C([Li])CCC.CN1CCN(C)C1=O.[CH3:35][C:36]1[CH:50]=[CH:49][C:39]([C:40]([C:42]2[CH:47]=[CH:46][C:45]([CH3:48])=[CH:44][CH:43]=2)=O)=[CH:38][CH:37]=1.Cl. (5) The reactants are [N:1]1[CH:6]=[C:5]([CH:7]=O)[CH:4]=[N:3][CH:2]=1.[F:9][C:10]([F:21])([F:20])[O:11][C:12]1[CH:13]=[C:14]([NH:18][NH2:19])[CH:15]=[CH:16][CH:17]=1. No catalyst specified. The product is [N:3]1[CH:4]=[C:5](/[CH:7]=[N:19]/[NH:18][C:14]2[CH:15]=[CH:16][CH:17]=[C:12]([O:11][C:10]([F:9])([F:21])[F:20])[CH:13]=2)[CH:6]=[N:1][CH:2]=1. The yield is 0.120. (6) The reactants are [CH3:1][O:2][C:3](=[O:26])[C@H:4]([NH:15][C:16]([O:18][CH2:19][C:20]1[CH:25]=[CH:24][CH:23]=[CH:22][CH:21]=1)=[O:17])[CH2:5][C:6]1[CH:7]=[C:8]2[C:12](=[CH:13][CH:14]=1)[NH:11][CH:10]=[CH:9]2.C([OH:31])(C)(C)C. The catalyst is [Zn]. The product is [CH3:1][O:2][C:3](=[O:26])[C@H:4]([NH:15][C:16]([O:18][CH2:19][C:20]1[CH:25]=[CH:24][CH:23]=[CH:22][CH:21]=1)=[O:17])[CH2:5][C:6]1[CH:7]=[C:8]2[C:12](=[CH:13][CH:14]=1)[NH:11][C:10](=[O:31])[CH2:9]2. The yield is 0.410. (7) The reactants are [Cl:1][C:2]1[C:7]([CH2:8][C:9]2[CH:14]=[CH:13][C:12]([CH2:15][CH3:16])=[CH:11][CH:10]=2)=[CH:6][C:5]2[C@@:17]3([CH2:28][O:29][C:4]=2[CH:3]=1)[C@H:22]([OH:23])[C@@H:21]([OH:24])[C@H:20]([OH:25])[C@@H:19]([CH2:26][OH:27])[O:18]3.Cl[C:31]([O:33][CH2:34][CH3:35])=[O:32]. The catalyst is N1C(C)=CC(C)=CC=1C.C(Cl)Cl. The product is [C:31](=[O:32])([O:33][CH2:34][CH3:35])[O:27][CH2:26][C@H:19]1[O:18][C@@:17]2([C:5]3[CH:6]=[C:7]([CH2:8][C:9]4[CH:10]=[CH:11][C:12]([CH2:15][CH3:16])=[CH:13][CH:14]=4)[C:2]([Cl:1])=[CH:3][C:4]=3[O:29][CH2:28]2)[C@H:22]([OH:23])[C@@H:21]([OH:24])[C@@H:20]1[OH:25]. The yield is 0.530. (8) The reactants are [Cl:1][C:2]1[CH:3]=[CH:4][C:5]2[N:28]3[CH:29]=[CH:30][CH:31]=[C:27]3[C:8]3([CH2:13][CH2:12][N:11]([C:14]([C:16]4[CH:21]=[CH:20][C:19]([CH2:22][CH:23]=[O:24])=[C:18]([O:25][CH3:26])[CH:17]=4)=[O:15])[CH2:10][CH2:9]3)[O:7][C:6]=2[CH:32]=1.[BH4-].[Na+]. The catalyst is CO. The product is [Cl:1][C:2]1[CH:3]=[CH:4][C:5]2[N:28]3[CH:29]=[CH:30][CH:31]=[C:27]3[C:8]3([CH2:9][CH2:10][N:11]([C:14]([C:16]4[CH:21]=[CH:20][C:19]([CH2:22][CH2:23][OH:24])=[C:18]([O:25][CH3:26])[CH:17]=4)=[O:15])[CH2:12][CH2:13]3)[O:7][C:6]=2[CH:32]=1. The yield is 0.0700.